The task is: Predict the reactants needed to synthesize the given product.. This data is from Full USPTO retrosynthesis dataset with 1.9M reactions from patents (1976-2016). (1) Given the product [C:39]1([N:45]2[C:57]3[CH:56]=[CH:55][C:54]([C:58]4[CH:59]=[CH:60][C:61]5[N:62]([C:2]6[CH:26]=[CH:25][C:24]7([C:27]8[CH:28]=[CH:29][CH:30]=[CH:31][C:32]=8[C:33]8[C:38]7=[CH:37][CH:36]=[CH:35][CH:34]=8)[C:23]7[C:3]=6[CH:4]=[C:5]6[CH:22]=[C:21]8[C:8]([C:9]9[C:14]([C:15]%10[C:20]8=[CH:19][CH:18]=[CH:17][CH:16]=%10)=[CH:13][CH:12]=[CH:11][CH:10]=9)=[CH:7][C:6]6=7)[C:63]6[C:68]([C:69]=5[CH:70]=4)=[CH:67][CH:66]=[CH:65][CH:64]=6)=[CH:53][C:52]=3[C:51]3[C:46]2=[CH:47][CH:48]=[CH:49][CH:50]=3)[CH:44]=[CH:43][CH:42]=[CH:41][CH:40]=1, predict the reactants needed to synthesize it. The reactants are: Br[C:2]1[CH:26]=[CH:25][C:24]2([C:38]3[CH:37]=[CH:36][CH:35]=[CH:34][C:33]=3[C:32]3[C:27]2=[CH:28][CH:29]=[CH:30][CH:31]=3)[C:23]2[C:3]=1[CH:4]=[C:5]1[CH:22]=[C:21]3[C:8]([C:9]4[C:14]([C:15]5[C:20]3=[CH:19][CH:18]=[CH:17][CH:16]=5)=[CH:13][CH:12]=[CH:11][CH:10]=4)=[CH:7][C:6]1=2.[C:39]1([N:45]2[C:57]3[CH:56]=[CH:55][C:54]([C:58]4[CH:59]=[CH:60][C:61]5[NH:62][C:63]6[C:68]([C:69]=5[CH:70]=4)=[CH:67][CH:66]=[CH:65][CH:64]=6)=[CH:53][C:52]=3[C:51]3[C:46]2=[CH:47][CH:48]=[CH:49][CH:50]=3)[CH:44]=[CH:43][CH:42]=[CH:41][CH:40]=1.CC(C)([O-])C.[Na+]. (2) Given the product [N+:1]([C:4]1[CH:9]=[CH:8][C:7](/[CH:10]=[CH:11]/[C:12]2[N:13]=[C:14]([NH2:17])[S:15][CH:16]=2)=[CH:6][CH:5]=1)([O-:3])=[O:2], predict the reactants needed to synthesize it. The reactants are: [N+:1]([C:4]1[CH:9]=[CH:8][C:7](/[CH:10]=[CH:11]/[C:12]2[N:13]=[C:14]([NH:17]C(=O)OCC3C=CC=CC=3)[S:15][CH:16]=2)=[CH:6][CH:5]=1)([O-:3])=[O:2]. (3) Given the product [C:8]([C:5]1[N:6]=[N:7][C:2]([NH:23][C@@H:24]2[CH2:29][CH2:28][O:27][CH2:26][C@@H:25]2[NH:30][C:31](=[O:37])[O:32][C:33]([CH3:35])([CH3:34])[CH3:36])=[CH:3][C:4]=1[NH:11][C:12]1[CH:17]=[CH:16][C:15]([O:18][CH3:19])=[C:14]([CH2:20][CH2:21][CH3:22])[N:13]=1)(=[O:9])[NH2:10], predict the reactants needed to synthesize it. The reactants are: Cl[C:2]1[N:7]=[N:6][C:5]([C:8]([NH2:10])=[O:9])=[C:4]([NH:11][C:12]2[CH:17]=[CH:16][C:15]([O:18][CH3:19])=[C:14]([CH2:20][CH2:21][CH3:22])[N:13]=2)[CH:3]=1.[NH2:23][C@@H:24]1[CH2:29][CH2:28][O:27][CH2:26][C@@H:25]1[NH:30][C:31](=[O:37])[O:32][C:33]([CH3:36])([CH3:35])[CH3:34].